The task is: Predict which catalyst facilitates the given reaction.. This data is from Catalyst prediction with 721,799 reactions and 888 catalyst types from USPTO. (1) Reactant: Cl.OS(O)(=O)=O.C[O:8][CH:9](OC)[CH2:10][N:11]1[C:15]([C:16]2[S:25][C:19]3[N:20]=[CH:21][N:22]=[C:23]([NH2:24])[C:18]=3[CH:17]=2)=[C:14]([C:26]2[CH:31]=[CH:30][CH:29]=[CH:28][CH:27]=2)[N:13]=[CH:12]1.C([O-])(O)=O.[Na+]. Product: [NH2:24][C:23]1[C:18]2[CH:17]=[C:16]([C:15]3[N:11]([CH2:10][CH:9]=[O:8])[CH:12]=[N:13][C:14]=3[C:26]3[CH:31]=[CH:30][CH:29]=[CH:28][CH:27]=3)[S:25][C:19]=2[N:20]=[CH:21][N:22]=1. The catalyst class is: 1. (2) Reactant: [C:1]([NH:4][C:5]1[CH:10]=[CH:9][C:8]([S:11](Cl)(=[O:13])=[O:12])=[CH:7][CH:6]=1)(=[O:3])[CH3:2].[NH2:15][C:16]1[CH:21]=[CH:20][C:19]([NH2:22])=[CH:18][C:17]=1[NH:23][C:24](=[O:29])[C:25]([CH3:28])([CH3:27])[CH3:26].N1C=CC=CC=1. Product: [C:1]([NH:4][C:5]1[CH:10]=[CH:9][C:8]([S:11]([NH:22][C:19]2[CH:20]=[CH:21][C:16]([NH2:15])=[C:17]([NH:23][C:24](=[O:29])[C:25]([CH3:26])([CH3:27])[CH3:28])[CH:18]=2)(=[O:13])=[O:12])=[CH:7][CH:6]=1)(=[O:3])[CH3:2]. The catalyst class is: 23. (3) Reactant: [CH2:1]([N:8]1[CH2:13][CH2:12][N:11]([CH2:14][CH2:15][NH2:16])[CH2:10][CH2:9]1)[C:2]1[CH:7]=[CH:6][CH:5]=[CH:4][CH:3]=1.C(Cl)CCl.[CH3:21][O:22][C:23]1[CH:31]=[C:30]([N+:32]([O-:34])=[O:33])[CH:29]=[CH:28][C:24]=1[C:25](O)=[O:26].C1C=CC2N(O)N=NC=2C=1. Product: [N+:32]([C:30]1[CH:29]=[CH:28][C:24]([C:25]([NH:16][CH2:15][CH2:14][N:11]2[CH2:10][CH2:9][N:8]([CH2:1][C:2]3[CH:3]=[CH:4][CH:5]=[CH:6][CH:7]=3)[CH2:13][CH2:12]2)=[O:26])=[C:23]([O:22][CH3:21])[CH:31]=1)([O-:34])=[O:33]. The catalyst class is: 4. (4) Reactant: [N:1]([C:4]1[CH:9]=[CH:8][C:7]([C:10]2[CH:11]=[C:12]([CH:17]=[CH:18][N:19]=2)[C:13]([O:15][CH3:16])=[O:14])=[CH:6][C:5]=1[C:20]#[N:21])=[N+]=[N-].[H][H]. Product: [NH2:1][C:4]1[CH:9]=[CH:8][C:7]([C:10]2[CH:11]=[C:12]([CH:17]=[CH:18][N:19]=2)[C:13]([O:15][CH3:16])=[O:14])=[CH:6][C:5]=1[C:20]#[N:21]. The catalyst class is: 352. (5) Reactant: [Cl:1][C:2]1[C:7]([Cl:8])=[CH:6][C:5]([NH:9][CH2:10][C:11]([OH:13])=O)=[C:4]([OH:14])[CH:3]=1.[CH2:15]1[C:18]2([CH2:22][CH2:21][N:20]([C:23](=[O:26])[CH:24]=[CH2:25])[CH2:19]2)[CH2:17][NH:16]1.CCN=C=NCCCN(C)C.Cl.C1C=CC2N(O)N=NC=2C=1.CCN(CC)CC. Product: [Cl:1][C:2]1[C:7]([Cl:8])=[CH:6][C:5]([NH:9][CH2:10][C:11]([N:16]2[CH2:17][C:18]3([CH2:22][CH2:21][N:20]([C:23](=[O:26])[CH:24]=[CH2:25])[CH2:19]3)[CH2:15]2)=[O:13])=[C:4]([OH:14])[CH:3]=1. The catalyst class is: 18. (6) Reactant: [CH3:1][C@H:2]1[CH2:6][C@@H:5]([CH2:7][N:8]2[C:16]3[C:11](=[N:12][C:13]([C:17]4[CH:18]=[N:19][N:20](C5CCCCO5)[CH:21]=4)=[CH:14][CH:15]=3)[CH:10]=[CH:9]2)[CH2:4][N:3]1[C:28](=[O:37])[CH2:29][CH2:30][C:31]1[CH:36]=[CH:35][CH:34]=[CH:33][CH:32]=1.C1(C)C=CC(S(O)(=O)=O)=CC=1. Product: [NH:19]1[CH:18]=[C:17]([C:13]2[N:12]=[C:11]3[CH:10]=[CH:9][N:8]([CH2:7][C@H:5]4[CH2:4][N:3]([C:28](=[O:37])[CH2:29][CH2:30][C:31]5[CH:32]=[CH:33][CH:34]=[CH:35][CH:36]=5)[C@@H:2]([CH3:1])[CH2:6]4)[C:16]3=[CH:15][CH:14]=2)[CH:21]=[N:20]1. The catalyst class is: 138.